Dataset: Retrosynthesis with 50K atom-mapped reactions and 10 reaction types from USPTO. Task: Predict the reactants needed to synthesize the given product. Given the product CCOC(=O)c1sc(-c2ccc(Cl)cc2)cc1-c1ccc(S(N)(=O)=O)cc1, predict the reactants needed to synthesize it. The reactants are: CCOC(=O)c1sc(-c2ccc(Cl)cc2)cc1Br.NS(=O)(=O)c1ccc(B(O)O)cc1.